From a dataset of Catalyst prediction with 721,799 reactions and 888 catalyst types from USPTO. Predict which catalyst facilitates the given reaction. Reactant: O=P(Cl)(Cl)Cl.C[N+](C)=CCl.[Cl-].[CH2:12]([N:14]([CH2:34][CH3:35])[C:15]1[CH:24]=[C:23]2[C:18]([C:19]([C:26]3[CH:31]=[CH:30][C:29]([O:32][CH3:33])=[CH:28][CH:27]=3)=[CH:20][C:21](=[O:25])[O:22]2)=[CH:17][CH:16]=1)[CH3:13].[C:36]([O-])(O)=[O:37].[Na+]. Product: [CH2:34]([N:14]([CH2:12][CH3:13])[C:15]1[CH:24]=[C:23]2[C:18]([C:19]([C:26]3[CH:31]=[CH:30][C:29]([O:32][CH3:33])=[CH:28][CH:27]=3)=[C:20]([CH:36]=[O:37])[C:21](=[O:25])[O:22]2)=[CH:17][CH:16]=1)[CH3:35]. The catalyst class is: 18.